The task is: Predict the product of the given reaction.. This data is from Forward reaction prediction with 1.9M reactions from USPTO patents (1976-2016). (1) Given the reactants [N:1]1([C:7]2[C:8]([N:13]3[CH2:18][CH2:17][CH:16]([CH2:19][OH:20])[CH2:15][CH2:14]3)=[N:9][CH:10]=[CH:11][CH:12]=2)[CH2:6][CH2:5][NH:4][CH2:3][CH2:2]1.[CH2:21]([N:23]1[CH:27]=[C:26]([CH:28]=O)[CH:25]=[N:24]1)[CH3:22].C(O[BH-](OC(=O)C)OC(=O)C)(=O)C.[Na+].[OH-].[Na+].[ClH:46], predict the reaction product. The product is: [ClH:46].[CH2:21]([N:23]1[CH:27]=[C:26]([CH2:28][N:4]2[CH2:3][CH2:2][N:1]([C:7]3[C:8]([N:13]4[CH2:14][CH2:15][CH:16]([CH2:19][OH:20])[CH2:17][CH2:18]4)=[N:9][CH:10]=[CH:11][CH:12]=3)[CH2:6][CH2:5]2)[CH:25]=[N:24]1)[CH3:22]. (2) Given the reactants [Cl:1][C:2]1[C:3]2[CH2:16][CH2:15][N:14]([C:17]([O:19][C:20]([CH3:23])([CH3:22])[CH3:21])=[O:18])[CH2:13][CH2:12][C:4]=2[CH:5]=[C:6]2[C:11]=1[NH:10][CH2:9][CH2:8][CH2:7]2.[C:24](Cl)(=[O:28])[CH:25](C)C, predict the reaction product. The product is: [C:24]([N:10]1[C:11]2[C:6](=[CH:5][C:4]3[CH2:12][CH2:13][N:14]([C:17]([O:19][C:20]([CH3:23])([CH3:22])[CH3:21])=[O:18])[CH2:15][CH2:16][C:3]=3[C:2]=2[Cl:1])[CH2:7][CH2:8][CH2:9]1)(=[O:28])[CH3:25]. (3) Given the reactants [OH-].[Na+].[OH:3][C:4]1[C:9]2[C:10](=[O:13])[CH2:11][O:12][C:8]=2[CH:7]=[C:6]([OH:14])[CH:5]=1.[CH2:15](Br)[CH:16]=[C:17]([CH3:19])[CH3:18], predict the reaction product. The product is: [OH:3][C:4]1[C:9]2[C:10](=[O:13])[CH2:11][O:12][C:8]=2[CH:7]=[C:6]([OH:14])[C:5]=1[CH2:15][CH:16]=[C:17]([CH3:19])[CH3:18].[OH:3][C:4]1[C:9]2[C:10](=[O:13])[CH2:11][O:12][C:8]=2[CH:7]=[C:6]([OH:14])[CH:5]=1. (4) Given the reactants [CH2:1]([C:4]1[CH:9]=[CH:8][C:7]([N+:10]([O-])=O)=[CH:6][C:5]=1[C:13]([F:16])([F:15])[F:14])[CH:2]=[CH2:3], predict the reaction product. The product is: [CH2:1]([C:4]1[CH:9]=[CH:8][C:7]([NH2:10])=[CH:6][C:5]=1[C:13]([F:14])([F:15])[F:16])[CH2:2][CH3:3]. (5) Given the reactants [CH3:1][O:2][CH2:3][CH2:4][N:5]1[C:13]2[C:8](=[CH:9][CH:10]=[CH:11][C:12]=2[CH3:14])[C:7]([C:15]([OH:17])=O)=[CH:6]1.CCN(C(C)C)C(C)C.[CH3:27][O:28][C:29](=[O:53])[CH2:30][O:31][C:32]1[CH:37]=[CH:36][C:35]([CH2:38][NH:39][C:40]([O:42][C:43]([CH3:46])([CH3:45])[CH3:44])=[O:41])=[CH:34][C:33]=1[CH:47]1[CH2:52][CH2:51][NH:50][CH2:49][CH2:48]1.CCN=C=NCCCN(C)C, predict the reaction product. The product is: [CH3:27][O:28][C:29](=[O:53])[CH2:30][O:31][C:32]1[CH:37]=[CH:36][C:35]([CH2:38][NH:39][C:40]([O:42][C:43]([CH3:46])([CH3:44])[CH3:45])=[O:41])=[CH:34][C:33]=1[CH:47]1[CH2:48][CH2:49][N:50]([C:15]([C:7]2[C:8]3[C:13](=[C:12]([CH3:14])[CH:11]=[CH:10][CH:9]=3)[N:5]([CH2:4][CH2:3][O:2][CH3:1])[CH:6]=2)=[O:17])[CH2:51][CH2:52]1. (6) Given the reactants [C:1]([O:5][C:6]([CH2:8][C@H:9]1[CH2:14][CH2:13][C@H:12]([C:15]2[CH:23]=[CH:22][C:18]([C:19](O)=[O:20])=[CH:17][CH:16]=2)[CH2:11][CH2:10]1)=[O:7])([CH3:4])([CH3:3])[CH3:2].C(Cl)(=O)C([Cl:27])=O, predict the reaction product. The product is: [Cl:27][C:19]([C:18]1[CH:22]=[CH:23][C:15]([C@H:12]2[CH2:13][CH2:14][C@H:9]([CH2:8][C:6]([O:5][C:1]([CH3:4])([CH3:3])[CH3:2])=[O:7])[CH2:10][CH2:11]2)=[CH:16][CH:17]=1)=[O:20].